Dataset: Full USPTO retrosynthesis dataset with 1.9M reactions from patents (1976-2016). Task: Predict the reactants needed to synthesize the given product. (1) Given the product [ClH:1].[CH:8]1([N:11]2[C:15]([CH:16]3[CH2:18][CH2:17]3)=[N:14][N:13]=[C:12]2[C:19]([C:22]2[CH:27]=[CH:26][CH:25]=[CH:24][N:23]=2)([CH3:20])[CH3:21])[CH2:9][CH2:10]1, predict the reactants needed to synthesize it. The reactants are: [ClH:1].O1CCOCC1.[CH:8]1([N:11]2[C:15]([CH:16]3[CH2:18][CH2:17]3)=[N:14][N:13]=[C:12]2[C:19]([C:22]2[CH:27]=[CH:26][CH:25]=[CH:24][N:23]=2)([CH3:21])[CH3:20])[CH2:10][CH2:9]1. (2) The reactants are: [C:1]([O:5][C:6]([NH:8][CH2:9][C:10]1[S:11][CH:12]=[C:13]([C:15]([NH:17][C:18]([CH3:23])([CH3:22])[C:19]([OH:21])=O)=[O:16])[N:14]=1)=[O:7])([CH3:4])([CH3:3])[CH3:2].C(N(C(C)C)CC)(C)C.[NH2:33][C@@H:34]([CH:49]([CH3:51])[CH3:50])[C:35]([O:37][C@H:38]([CH:47]=[CH2:48])[CH2:39][C:40]([O:42][C:43]([CH3:46])([CH3:45])[CH3:44])=[O:41])=[O:36].O. Given the product [C:1]([O:5][C:6]([NH:8][CH2:9][C:10]1[S:11][CH:12]=[C:13]([C:15]([NH:17][C:18]([CH3:23])([CH3:22])[C:19]([NH:33][C@@H:34]([CH:49]([CH3:51])[CH3:50])[C:35]([O:37][C@H:38]([CH:47]=[CH2:48])[CH2:39][C:40]([O:42][C:43]([CH3:44])([CH3:45])[CH3:46])=[O:41])=[O:36])=[O:21])=[O:16])[N:14]=1)=[O:7])([CH3:2])([CH3:3])[CH3:4], predict the reactants needed to synthesize it. (3) Given the product [N:33]1([CH2:32][C:4]2[C:5]3[O:9][CH2:8][C:7](=[O:29])[C:6]=3[CH:30]=[CH:31][CH:3]=2)[CH2:38][CH2:37][NH:36][CH2:35][CH2:34]1, predict the reactants needed to synthesize it. The reactants are: CO[C:3]1[CH:31]=[CH:30][C:6]2[C:7](=[O:29])/[C:8](=C/C3C4C(=CC=C(OCCN5CCOCC5)C=4)NN=3)/[O:9][C:5]=2[C:4]=1[CH2:32][N:33]1[CH2:38][CH2:37][N:36](C(OC(C)(C)C)=O)[CH2:35][CH2:34]1.Cl. (4) Given the product [C:1]1([CH3:16])[CH:6]=[C:5]([CH3:7])[CH:4]=[C:3]([CH3:8])[C:2]=1[C:9]1[CH:14]=[CH:13][N:12]=[CH:11][C:10]=1[NH:15][C:17](=[C:20]1[CH2:25][CH2:24][O:23][C:21]1=[O:22])[CH3:18], predict the reactants needed to synthesize it. The reactants are: [C:1]1([CH3:16])[CH:6]=[C:5]([CH3:7])[CH:4]=[C:3]([CH3:8])[C:2]=1[C:9]1[CH:14]=[CH:13][N:12]=[CH:11][C:10]=1[NH2:15].[C:17]([CH:20]1[CH2:25][CH2:24][O:23][C:21]1=[O:22])(=O)[CH3:18]. (5) The reactants are: [OH:1][C:2]1[C:3]([CH3:14])=[C:4]2[C:8](=[CH:9][C:10]=1[CH3:11])[C:7](=O)[CH:6]([CH3:13])[CH2:5]2.[H-].[H-].[H-].[H-].[Li+].[Al+3].Cl. Given the product [CH3:13][C:6]1[CH2:5][C:4]2[C:8]([CH:7]=1)=[CH:9][C:10]([CH3:11])=[C:2]([OH:1])[C:3]=2[CH3:14], predict the reactants needed to synthesize it. (6) Given the product [Cl:25][C:26]1[CH:47]=[C:46]([O:48][CH2:49][CH:50]=[C:51]([Cl:52])[Cl:53])[CH:45]=[C:44]([Cl:54])[C:27]=1[O:28][CH2:29][C:30]([CH2:31][O:32][C:33]1[CH:34]=[CH:35][C:36]([C:39]([F:42])([F:41])[F:40])=[CH:37][CH:38]=1)=[C:20]([Cl:22])[Cl:21], predict the reactants needed to synthesize it. The reactants are: C1(P(C2C=CC=CC=2)C2C=CC=CC=2)C=CC=CC=1.[C:20](Cl)(Cl)([Cl:22])[Cl:21].[Cl:25][C:26]1[CH:47]=[C:46]([O:48][CH2:49][CH:50]=[C:51]([Cl:53])[Cl:52])[CH:45]=[C:44]([Cl:54])[C:27]=1[O:28][CH2:29][C:30](=O)[CH2:31][O:32][C:33]1[CH:38]=[CH:37][C:36]([C:39]([F:42])([F:41])[F:40])=[CH:35][CH:34]=1. (7) Given the product [Cl:1][C:2]1[CH:10]=[CH:9][C:5]([C:6]([NH:63][CH2:62][CH:59]2[CH2:58][CH2:57][N:56]([CH2:55][C:53]3[O:52][N:51]=[C:50]([C:44]4[CH:49]=[CH:48][CH:47]=[CH:46][CH:45]=4)[CH:54]=3)[CH2:61][CH2:60]2)=[O:8])=[CH:4][C:3]=1[O:11][CH3:12], predict the reactants needed to synthesize it. The reactants are: [Cl:1][C:2]1[CH:10]=[CH:9][C:5]([C:6]([OH:8])=O)=[CH:4][C:3]=1[O:11][CH3:12].C(N=C=NCCCN(C)C)C.O.ON1C2C=CC=CC=2N=N1.C(N(C(C)C)CC)(C)C.[C:44]1([C:50]2[CH:54]=[C:53]([CH2:55][N:56]3[CH2:61][CH2:60][CH:59]([CH2:62][NH2:63])[CH2:58][CH2:57]3)[O:52][N:51]=2)[CH:49]=[CH:48][CH:47]=[CH:46][CH:45]=1. (8) The reactants are: [Li][CH2:2][CH2:3][CH2:4][CH3:5].[CH3:6][C@@H:7]1[O:11][C:10](=[O:12])[CH:9]=[CH:8]1. Given the product [CH2:2]([C@H:8]1[C@H:7]([CH3:6])[O:11][C:10](=[O:12])[CH2:9]1)[CH2:3][CH2:4][CH3:5], predict the reactants needed to synthesize it. (9) The reactants are: Cl[C:2]1[C:11]([N:12]([CH3:16])[CH:13]([CH3:15])[CH3:14])=[N:10][C:9]2[C:4](=[CH:5][CH:6]=[C:7]([C:17]([O:19][CH3:20])=[O:18])[CH:8]=2)[N:3]=1.[CH3:21][C:22]1[NH:23][C:24]2[C:29]([CH:30]=1)=[CH:28][CH:27]=[C:26](B1OC(C)(C)C(C)(C)O1)[CH:25]=2.C([O-])([O-])=O.[K+].[K+]. Given the product [CH3:16][N:12]([CH:13]([CH3:15])[CH3:14])[C:11]1[C:2]([C:27]2[CH:28]=[C:29]3[C:24](=[CH:25][CH:26]=2)[NH:23][C:22]([CH3:21])=[CH:30]3)=[N:3][C:4]2[C:9]([N:10]=1)=[CH:8][C:7]([C:17]([O:19][CH3:20])=[O:18])=[CH:6][CH:5]=2, predict the reactants needed to synthesize it.